From a dataset of NCI-60 drug combinations with 297,098 pairs across 59 cell lines. Regression. Given two drug SMILES strings and cell line genomic features, predict the synergy score measuring deviation from expected non-interaction effect. (1) Drug 1: C1CC(C1)(C(=O)O)C(=O)O.[NH2-].[NH2-].[Pt+2]. Drug 2: CN1C2=C(C=C(C=C2)N(CCCl)CCCl)N=C1CCCC(=O)O.Cl. Cell line: SW-620. Synergy scores: CSS=4.10, Synergy_ZIP=-2.48, Synergy_Bliss=-1.28, Synergy_Loewe=-4.02, Synergy_HSA=-2.56. (2) Synergy scores: CSS=27.6, Synergy_ZIP=2.87, Synergy_Bliss=7.29, Synergy_Loewe=-5.98, Synergy_HSA=7.68. Cell line: T-47D. Drug 2: C1CNP(=O)(OC1)N(CCCl)CCCl. Drug 1: C1=C(C(=O)NC(=O)N1)N(CCCl)CCCl. (3) Drug 1: C1=NC2=C(N1)C(=S)N=C(N2)N. Drug 2: CCN(CC)CCCC(C)NC1=C2C=C(C=CC2=NC3=C1C=CC(=C3)Cl)OC. Cell line: SNB-19. Synergy scores: CSS=25.2, Synergy_ZIP=-0.993, Synergy_Bliss=3.87, Synergy_Loewe=0.291, Synergy_HSA=3.58. (4) Cell line: PC-3. Drug 2: CN(CC1=CN=C2C(=N1)C(=NC(=N2)N)N)C3=CC=C(C=C3)C(=O)NC(CCC(=O)O)C(=O)O. Synergy scores: CSS=31.2, Synergy_ZIP=-7.35, Synergy_Bliss=-10.5, Synergy_Loewe=-9.68, Synergy_HSA=-6.30. Drug 1: COC1=CC(=CC(=C1O)OC)C2C3C(COC3=O)C(C4=CC5=C(C=C24)OCO5)OC6C(C(C7C(O6)COC(O7)C8=CC=CS8)O)O. (5) Drug 1: C1CNP(=O)(OC1)N(CCCl)CCCl. Drug 2: CC1C(C(CC(O1)OC2CC(CC3=C2C(=C4C(=C3O)C(=O)C5=C(C4=O)C(=CC=C5)OC)O)(C(=O)CO)O)N)O.Cl. Cell line: 786-0. Synergy scores: CSS=40.1, Synergy_ZIP=3.29, Synergy_Bliss=2.94, Synergy_Loewe=-40.5, Synergy_HSA=1.58. (6) Drug 1: CCC(=C(C1=CC=CC=C1)C2=CC=C(C=C2)OCCN(C)C)C3=CC=CC=C3.C(C(=O)O)C(CC(=O)O)(C(=O)O)O. Drug 2: CC1C(C(CC(O1)OC2CC(OC(C2O)C)OC3=CC4=CC5=C(C(=O)C(C(C5)C(C(=O)C(C(C)O)O)OC)OC6CC(C(C(O6)C)O)OC7CC(C(C(O7)C)O)OC8CC(C(C(O8)C)O)(C)O)C(=C4C(=C3C)O)O)O)O. Cell line: UACC62. Synergy scores: CSS=26.7, Synergy_ZIP=10.8, Synergy_Bliss=10.3, Synergy_Loewe=9.95, Synergy_HSA=9.98.